This data is from Full USPTO retrosynthesis dataset with 1.9M reactions from patents (1976-2016). The task is: Predict the reactants needed to synthesize the given product. (1) Given the product [CH3:13][N:10]1[CH2:11][CH:12]=[C:7]([B:19]2[O:20][C:21]([CH3:23])([CH3:22])[C:17]([CH3:33])([CH3:16])[O:18]2)[CH2:8][CH2:9]1, predict the reactants needed to synthesize it. The reactants are: FC(F)(F)S(O[C:7]1[CH2:8][CH2:9][N:10]([CH3:13])[CH2:11][CH:12]=1)(=O)=O.[CH3:16][C:17]1([CH3:33])[C:21]([CH3:23])([CH3:22])[O:20][B:19]([B:19]2[O:20][C:21]([CH3:23])([CH3:22])[C:17]([CH3:33])([CH3:16])[O:18]2)[O:18]1.C([O-])(=O)C.[K+]. (2) Given the product [C:31]1([C:7]2[NH:8][C:3](=[O:2])[CH:4]=[C:5]([C:13]3[C:21]4[C:16](=[N:17][CH:18]=[CH:19][CH:20]=4)[NH:15][CH:14]=3)[N:6]=2)[CH:36]=[CH:35][CH:34]=[CH:33][CH:32]=1, predict the reactants needed to synthesize it. The reactants are: C[O:2][C:3]1[N:8]=[C:7](S(C)(=O)=O)[N:6]=[C:5]([C:13]2[C:21]3[C:16](=[N:17][CH:18]=[CH:19][CH:20]=3)[N:15](S(C3C=CC=CC=3)(=O)=O)[CH:14]=2)[CH:4]=1.[C:31]1([Mg]Br)[CH:36]=[CH:35][CH:34]=[CH:33][CH:32]=1.C(OCC)C.[OH-].[Na+].Cl. (3) The reactants are: [CH3:1][S:2](Cl)(=[O:4])=[O:3].[CH3:6][O:7][C:8]1[CH:13]=[C:12]([CH3:14])[C:11]([S:15]([N:18]2[CH2:27][CH2:26][C:25]3[C:20](=[CH:21][C:22]([CH2:28][OH:29])=[CH:23][CH:24]=3)[CH2:19]2)(=[O:17])=[O:16])=[C:10]([CH3:30])[CH:9]=1. Given the product [CH3:1][S:2]([O:29][CH2:28][C:22]1[CH:21]=[C:20]2[C:25]([CH2:26][CH2:27][N:18]([S:15]([C:11]3[C:12]([CH3:14])=[CH:13][C:8]([O:7][CH3:6])=[CH:9][C:10]=3[CH3:30])(=[O:16])=[O:17])[CH2:19]2)=[CH:24][CH:23]=1)(=[O:4])=[O:3], predict the reactants needed to synthesize it. (4) Given the product [CH3:14][C:13]([C:11]1[S:12][C:8]([C:6]2[CH:5]=[CH:4][N:3]=[C:2]([CH2:40][CH2:39][C:37]([OH:41])([CH3:38])[CH3:36])[N:7]=2)=[C:9]([C:17]2[C:18]([F:35])=[C:19]([NH:23][S:24]([C:27]3[C:32]([F:33])=[CH:31][CH:30]=[CH:29][C:28]=3[F:34])(=[O:26])=[O:25])[CH:20]=[CH:21][CH:22]=2)[N:10]=1)([CH3:16])[CH3:15], predict the reactants needed to synthesize it. The reactants are: Cl[C:2]1[N:7]=[C:6]([C:8]2[S:12][C:11]([C:13]([CH3:16])([CH3:15])[CH3:14])=[N:10][C:9]=2[C:17]2[C:18]([F:35])=[C:19]([NH:23][S:24]([C:27]3[C:32]([F:33])=[CH:31][CH:30]=[CH:29][C:28]=3[F:34])(=[O:26])=[O:25])[CH:20]=[CH:21][CH:22]=2)[CH:5]=[CH:4][N:3]=1.[CH3:36][C:37]([OH:41])([CH:39]=[CH2:40])[CH3:38]. (5) Given the product [N:25]1[CH:26]=[CH:27][CH:28]=[CH:29][C:24]=1[C:2]1[CH:3]=[C:4]([C:8]2[C:9](=[O:18])[NH:10][C:11]3([CH2:17][CH2:16][CH2:15][CH2:14][CH2:13]3)[N:12]=2)[CH:5]=[CH:6][CH:7]=1, predict the reactants needed to synthesize it. The reactants are: Br[C:2]1[CH:3]=[C:4]([C:8]2[C:9](=[O:18])[NH:10][C:11]3([CH2:17][CH2:16][CH2:15][CH2:14][CH2:13]3)[N:12]=2)[CH:5]=[CH:6][CH:7]=1.C([Sn](CCCC)(CCCC)[C:24]1[CH:29]=[CH:28][CH:27]=[CH:26][N:25]=1)CCC.O. (6) Given the product [Cl:18][C:11]1[CH:10]=[C:9]([C:6]2[CH:7]=[CH:8][N:4]([CH2:3][C@@H:2]([NH:1][C:29]([C:26]3[CH:25]=[C:24]([C:21]([OH:20])([CH3:22])[CH3:23])[O:28][N:27]=3)=[O:30])[CH3:19])[N:5]=2)[CH:16]=[C:15]([F:17])[C:12]=1[C:13]#[N:14], predict the reactants needed to synthesize it. The reactants are: [NH2:1][C@@H:2]([CH3:19])[CH2:3][N:4]1[CH:8]=[CH:7][C:6]([C:9]2[CH:16]=[C:15]([F:17])[C:12]([C:13]#[N:14])=[C:11]([Cl:18])[CH:10]=2)=[N:5]1.[OH:20][C:21]([C:24]1[O:28][N:27]=[C:26]([C:29](O)=[O:30])[CH:25]=1)([CH3:23])[CH3:22]. (7) Given the product [C:1]([O:5][C:6]([N:8]1[CH2:14][CH2:13][C:12](=[O:15])[N:11]([CH2:17][CH2:18][N:19]2[CH2:23][CH2:22][CH2:21][CH2:20]2)[CH2:10][CH2:9]1)=[O:7])([CH3:4])([CH3:2])[CH3:3], predict the reactants needed to synthesize it. The reactants are: [C:1]([O:5][C:6]([N:8]1[CH2:14][CH2:13][C:12](=[O:15])[NH:11][CH2:10][CH2:9]1)=[O:7])([CH3:4])([CH3:3])[CH3:2].Cl[CH2:17][CH2:18][N:19]1[CH2:23][CH2:22][CH2:21][CH2:20]1. (8) The reactants are: [OH:1][CH2:2][CH2:3][C:4]([F:13])([F:12])[C:5]([F:11])([F:10])[S:6]([O-:9])(=[O:8])=[O:7].[Na+].BrC(F)(F)C(F)(F)CCO. Given the product [OH:1][CH2:2][CH2:3][C:4]([F:13])([F:12])[C:5]([F:10])([F:11])[S:6]([OH:9])(=[O:7])=[O:8], predict the reactants needed to synthesize it. (9) Given the product [C:36]([N:8]1[CH2:9][CH2:10][C@@H:11]([NH:12][S:13]([C:16]2[C:25]3[C:20](=[CH:21][CH:22]=[CH:23][CH:24]=3)[C:19]([NH:26][C:27](=[O:35])[C:28]3[CH:33]=[CH:32][CH:31]=[CH:30][C:29]=3[CH3:34])=[CH:18][CH:17]=2)(=[O:15])=[O:14])[C@H:6]([CH2:4][OH:3])[CH2:7]1)(=[O:40])[CH2:37][CH2:38][CH3:39], predict the reactants needed to synthesize it. The reactants are: C([O:3][C:4]([C@H:6]1[C@H:11]([NH:12][S:13]([C:16]2[C:25]3[C:20](=[CH:21][CH:22]=[CH:23][CH:24]=3)[C:19]([NH:26][C:27](=[O:35])[C:28]3[CH:33]=[CH:32][CH:31]=[CH:30][C:29]=3[CH3:34])=[CH:18][CH:17]=2)(=[O:15])=[O:14])[CH2:10][CH2:9][N:8]([C:36](=[O:40])[CH2:37][CH2:38][CH3:39])[CH2:7]1)=O)C.C(OC(N1CCC(N)CC1)=O)(C)(C)C.N(C(C)C)=C=O.[BH4-].[Li+]. (10) Given the product [C:23]([C:26]1[CH:31]=[C:30]([C:2]2[CH:3]=[C:4]([S:8]([NH:11][C:12]3[CH:21]=[CH:20][C:15]([C:16]([O:18][CH3:19])=[O:17])=[C:14]([OH:22])[CH:13]=3)(=[O:10])=[O:9])[S:5][C:6]=2[Cl:7])[CH:29]=[CH:28][CH:27]=1)(=[O:25])[CH3:24], predict the reactants needed to synthesize it. The reactants are: Br[C:2]1[CH:3]=[C:4]([S:8]([NH:11][C:12]2[CH:21]=[CH:20][C:15]([C:16]([O:18][CH3:19])=[O:17])=[C:14]([OH:22])[CH:13]=2)(=[O:10])=[O:9])[S:5][C:6]=1[Cl:7].[C:23]([C:26]1[CH:27]=[C:28](B(O)O)[CH:29]=[CH:30][CH:31]=1)(=[O:25])[CH3:24].